Task: Predict the product of the given reaction.. Dataset: Forward reaction prediction with 1.9M reactions from USPTO patents (1976-2016) Given the reactants Cl.[CH2:2]([C:5]1[NH:6][C:7]([C:15]([O:17][CH2:18][CH3:19])=[O:16])=[C:8]([C:10]([O:12][CH2:13][CH3:14])=[O:11])[N:9]=1)[CH2:3][CH3:4].[Cl-].[Na+].[OH-].[Na+], predict the reaction product. The product is: [CH2:2]([C:5]1[NH:9][C:8]([C:10]([O:12][CH2:13][CH3:14])=[O:11])=[C:7]([C:15]([O:17][CH2:18][CH3:19])=[O:16])[N:6]=1)[CH2:3][CH3:4].